Dataset: Catalyst prediction with 721,799 reactions and 888 catalyst types from USPTO. Task: Predict which catalyst facilitates the given reaction. Reactant: [N:1]([C@H:4]1[CH2:9][CH2:8][C@H:7]([C:10]2[CH:15]=[CH:14][C:13]([C:16]3[N:21]=[C:20]4[N:22]([CH2:42][O:43][CH2:44][CH2:45][Si:46]([CH3:49])([CH3:48])[CH3:47])[C:23]([O:25][C@@H:26]5[CH2:30][O:29][C@@H:28]6[C@H:31]([O:34][Si:35]([C:38]([CH3:41])([CH3:40])[CH3:39])([CH3:37])[CH3:36])[CH2:32][O:33][C@H:27]56)=[N:24][C:19]4=[CH:18][C:17]=3[Cl:50])=[CH:12][CH:11]=2)[CH2:6][CH2:5]1)=[N+]=[N-].C1(P(C2C=CC=CC=2)C2C=CC=CC=2)C=CC=CC=1.O. Product: [Si:35]([O:34][C@H:31]1[C@H:28]2[O:29][CH2:30][C@@H:26]([O:25][C:23]3[N:22]([CH2:42][O:43][CH2:44][CH2:45][Si:46]([CH3:49])([CH3:48])[CH3:47])[C:20]4=[N:21][C:16]([C:13]5[CH:14]=[CH:15][C:10]([C@H:7]6[CH2:8][CH2:9][C@H:4]([NH2:1])[CH2:5][CH2:6]6)=[CH:11][CH:12]=5)=[C:17]([Cl:50])[CH:18]=[C:19]4[N:24]=3)[C@H:27]2[O:33][CH2:32]1)([C:38]([CH3:40])([CH3:41])[CH3:39])([CH3:37])[CH3:36]. The catalyst class is: 7.